Dataset: Reaction yield outcomes from USPTO patents with 853,638 reactions. Task: Predict the reaction yield, written as a fraction of the theoretical maximum amount of product (1.0 means a 100% yield; for example, 0.34 means a 34% yield). (1) The reactants are [F:1][C:2]1[CH:3]=[C:4]([C:8]2[N:13]=[C:12]([CH3:14])[C:11]([C:15]([OH:17])=O)=[CH:10][N:9]=2)[CH:5]=[CH:6][CH:7]=1.C1C=NC2N(O)N=NC=2C=1.CN(C(ON1N=NC2C=CC=NC1=2)=[N+](C)C)C.F[P-](F)(F)(F)(F)F.[F:52][C:53]1[CH:54]=[C:55]2[C:59](=[CH:60][CH:61]=1)[N:58]([NH2:62])[C:57]([CH3:63])=[CH:56]2.CCN(C(C)C)C(C)C. The catalyst is CN(C=O)C.O.CCOC(C)=O. The product is [F:52][C:53]1[CH:54]=[C:55]2[C:59](=[CH:60][CH:61]=1)[N:58]([NH:62][C:15]([C:11]1[C:12]([CH3:14])=[N:13][C:8]([C:4]3[CH:5]=[CH:6][CH:7]=[C:2]([F:1])[CH:3]=3)=[N:9][CH:10]=1)=[O:17])[C:57]([CH3:63])=[CH:56]2. The yield is 0.550. (2) The reactants are Br[C:2]1[C:3]([C:16]2[C:17]([F:37])=[C:18]([N:22]([CH2:34][O:35][CH3:36])[S:23]([C:26]3[CH:31]=[C:30]([F:32])[CH:29]=[CH:28][C:27]=3[F:33])(=[O:25])=[O:24])[CH:19]=[CH:20][CH:21]=2)=[N:4][N:5]([CH2:7][CH2:8][O:9][CH:10]2[CH2:15][CH2:14][CH2:13][CH2:12][O:11]2)[CH:6]=1.CC1(C)C(C)(C)OB([C:46]2[CH:51]=[CH:50][N:49]=[CH:48][CH:47]=2)O1.C(=O)([O-])[O-].[Cs+].[Cs+].C(Cl)Cl. The catalyst is COCCOC.C1C=CC(P(C2C=CC=CC=2)[C-]2C=CC=C2)=CC=1.C1C=CC(P(C2C=CC=CC=2)[C-]2C=CC=C2)=CC=1.Cl[Pd]Cl.[Fe+2].O. The product is [F:33][C:27]1[CH:28]=[CH:29][C:30]([F:32])=[CH:31][C:26]=1[S:23]([N:22]([C:18]1[CH:19]=[CH:20][CH:21]=[C:16]([C:3]2[C:2]([C:46]3[CH:51]=[CH:50][N:49]=[CH:48][CH:47]=3)=[CH:6][N:5]([CH2:7][CH2:8][O:9][CH:10]3[CH2:15][CH2:14][CH2:13][CH2:12][O:11]3)[N:4]=2)[C:17]=1[F:37])[CH2:34][O:35][CH3:36])(=[O:25])=[O:24]. The yield is 0.900.